Dataset: Reaction yield outcomes from USPTO patents with 853,638 reactions. Task: Predict the reaction yield, written as a fraction of the theoretical maximum amount of product (1.0 means a 100% yield; for example, 0.34 means a 34% yield). (1) The reactants are [N:1]1[CH:6]=[CH:5][CH:4]=[CH:3][C:2]=1[CH2:7][C:8]([O:10]C)=O.[F:12][C:13]([F:34])([F:33])[C:14]1[CH:15]=[C:16]([S:20]([CH2:23][CH2:24][S:25][C:26]2[C:31]([NH2:32])=[CH:30][CH:29]=[CH:28][N:27]=2)(=[O:22])=[O:21])[CH:17]=[CH:18][CH:19]=1.CCCCCC. The catalyst is C1(C)C(C)=CC=CC=1.CCOC(C)=O. The product is [N:1]1[CH:6]=[CH:5][CH:4]=[CH:3][C:2]=1[CH2:7][C:8]([NH:32][C:31]1[C:26]([S:25][CH2:24][CH2:23][S:20]([C:16]2[CH:17]=[CH:18][CH:19]=[C:14]([C:13]([F:33])([F:34])[F:12])[CH:15]=2)(=[O:22])=[O:21])=[N:27][CH:28]=[CH:29][CH:30]=1)=[O:10]. The yield is 0.320. (2) The reactants are [CH:1]12[CH2:7][CH:4]([NH:5][CH2:6]1)[CH2:3][N:2]2[C:8]1[N:13]2[CH:14]=[N:15][N:16]=[C:12]2[CH:11]=[C:10]([C:17]2[CH:22]=[CH:21][N:20]=[C:19]([NH:23][CH:24]([C:26]3[CH:31]=[CH:30][CH:29]=[CH:28][CH:27]=3)[CH3:25])[CH:18]=2)[N:9]=1.[CH3:32][C:33]([CH3:35])=O.C(O[BH-](OC(=O)C)OC(=O)C)(=O)C.[Na+]. The catalyst is C(Cl)(Cl)Cl.C(Cl)Cl. The product is [NH3:2].[CH:33]([N:5]1[CH2:6][C@@H:1]2[CH2:7][C@H:4]1[CH2:3][N:2]2[C:8]1[N:16]2[N:15]=[CH:14][N:13]=[C:12]2[CH:11]=[C:10]([C:17]2[CH:22]=[CH:21][N:20]=[C:19]([NH:23][C@H:24]([C:26]3[CH:31]=[CH:30][CH:29]=[CH:28][CH:27]=3)[CH3:25])[CH:18]=2)[N:9]=1)([CH3:35])[CH3:32]. The yield is 0.0100. (3) The reactants are Br[C:2]1[C:10]2[C:5](=[CH:6][CH:7]=[C:8]([C:11]#[N:12])[CH:9]=2)[N:4](C2CCCCO2)[N:3]=1.[O:19]1[CH2:23][CH2:22][C:21]2[CH:24]=[C:25](B(O)O)[CH:26]=[CH:27][C:20]1=2.ClCCl.P([O-])([O-])([O-])=O.[K+].[K+].[K+].Cl. The catalyst is COCCOC.O.CO. The product is [O:19]1[CH2:23][CH2:22][C:21]2[CH:24]=[C:25]([C:2]3[C:10]4[C:5](=[CH:6][CH:7]=[C:8]([C:11]#[N:12])[CH:9]=4)[NH:4][N:3]=3)[CH:26]=[CH:27][C:20]1=2. The yield is 0.640. (4) The reactants are [CH:1]([O:4][C:5]1[C:13]([O:14][CH3:15])=[CH:12][CH:11]=[CH:10][C:6]=1[CH2:7]CN)([CH3:3])[CH3:2].[CH3:16][NH:17]CC1C=CC2C(=CC=CC=2)C=1CCC.[ClH:32].[N:33]1([CH2:39][CH2:40][CH2:41][N:42]2[CH2:48][C:47]3[CH:49]=[C:50](/[CH:53]=[CH:54]/[C:55]([OH:57])=O)[CH:51]=[N:52][C:46]=3[NH:45][C:44](=[O:58])[CH2:43]2)[CH2:38][CH2:37][O:36][CH2:35][CH2:34]1.Cl.CN1CC2C=C(/C=C/C(O)=O)C=NC=2NC(=O)C1. No catalyst specified. The product is [ClH:32].[CH:1]([O:4][C:5]1[C:13]([O:14][CH3:15])=[CH:12][CH:11]=[CH:10][C:6]=1[CH2:7][N:17]([CH3:16])[C:55](=[O:57])/[CH:54]=[CH:53]/[C:50]1[CH:51]=[N:52][C:46]2[NH:45][C:44](=[O:58])[CH2:43][N:42]([CH2:41][CH2:40][CH2:39][N:33]3[CH2:38][CH2:37][O:36][CH2:35][CH2:34]3)[CH2:48][C:47]=2[CH:49]=1)([CH3:2])[CH3:3]. The yield is 0.440. (5) The reactants are [Cl:1][C:2]1[CH:3]=[CH:4][C:5]2[NH:6][C:7]3[C:12]([C:13]=2[CH:14]=1)=[CH:11][C:10]([Cl:15])=[CH:9][CH:8]=3.[H-].[Na+].CN(C=O)C.Br[CH2:24][CH2:25][C:26]#[N:27]. The catalyst is C(OCC)(=O)C. The product is [Cl:15][C:10]1[CH:9]=[CH:8][C:7]2[N:6]([CH2:24][CH2:25][C:26]#[N:27])[C:5]3[C:13]([C:12]=2[CH:11]=1)=[CH:14][C:2]([Cl:1])=[CH:3][CH:4]=3. The yield is 0.650. (6) The reactants are [C:1]([C:5]1[C:6]([O:35][CH3:36])=[C:7]([CH:24]=[C:25]([N:27]2[CH:32]=[CH:31][C:30](=[O:33])[NH:29][C:28]2=[O:34])[CH:26]=1)/[CH:8]=[CH:9]/[C:10]1[CH:18]=[CH:17][C:16]([NH:19][S:20]([CH3:23])(=[O:22])=[O:21])=[CH:15][C:11]=1[C:12](Cl)=[O:13])([CH3:4])([CH3:3])[CH3:2].[NH:37]1[CH:41]=[CH:40]N=N1.C(=O)([O-])[O-].[K+].[K+]. The catalyst is C1S(=O)(=O)CCC1. The product is [C:1]([C:5]1[C:6]([O:35][CH3:36])=[C:7]([CH:24]=[C:25]([N:27]2[CH:32]=[CH:31][C:30](=[O:33])[NH:29][C:28]2=[O:34])[CH:26]=1)/[CH:8]=[CH:9]/[C:10]1[CH:18]=[CH:17][C:16]([NH:19][S:20]([CH3:23])(=[O:22])=[O:21])=[CH:15][C:11]=1[C:12]1[O:13][CH:40]=[CH:41][N:37]=1)([CH3:4])([CH3:3])[CH3:2]. The yield is 0.460. (7) The reactants are [H-].[Na+].[CH3:3][C:4]1[CH:5]=[C:6]([OH:11])[CH:7]=[C:8]([CH3:10])[CH:9]=1.[Br:12][C:13]1[CH:14]=[C:15]([S:22]([N:25]2[CH2:30][CH2:29][N:28]([C:31]([O:33][C:34]([CH3:37])([CH3:36])[CH3:35])=[O:32])[CH2:27][CH2:26]2)(=[O:24])=[O:23])[CH:16]=[C:17]([N+]([O-])=O)[CH:18]=1. The catalyst is CN(C=O)C.CCOC(C)=O. The yield is 0.330. The product is [Br:12][C:13]1[CH:14]=[C:15]([S:22]([N:25]2[CH2:26][CH2:27][N:28]([C:31]([O:33][C:34]([CH3:37])([CH3:36])[CH3:35])=[O:32])[CH2:29][CH2:30]2)(=[O:23])=[O:24])[CH:16]=[C:17]([O:11][C:6]2[CH:7]=[C:8]([CH3:10])[CH:9]=[C:4]([CH3:3])[CH:5]=2)[CH:18]=1.